This data is from Catalyst prediction with 721,799 reactions and 888 catalyst types from USPTO. The task is: Predict which catalyst facilitates the given reaction. (1) Reactant: [C:1]([OH:9])(=O)[C:2]1[CH:7]=[CH:6][CH:5]=[CH:4][CH:3]=1.CN(C(ON1N=NC2C=CC=NC1=2)=[N+](C)C)C.F[P-](F)(F)(F)(F)F.CCN(C(C)C)C(C)C.[NH2:43][C@@H:44]1[CH2:49][CH2:48][CH2:47][N:46]([C:50]2[N:55]=[C:54]([NH:56][CH3:57])[N:53]=[C:52]([C:58]3[CH:65]=[CH:64][C:61]([C:62]#[N:63])=[C:60]([F:66])[CH:59]=3)[CH:51]=2)[CH2:45]1. Product: [C:62]([C:61]1[CH:64]=[CH:65][C:58]([C:52]2[N:53]=[C:54]([NH:56][CH3:57])[N:55]=[C:50]([N:46]3[CH2:47][CH2:48][CH2:49][C@@H:44]([NH:43][C:1](=[O:9])[C:2]4[CH:3]=[CH:4][CH:5]=[CH:6][CH:7]=4)[CH2:45]3)[CH:51]=2)=[CH:59][C:60]=1[F:66])#[N:63]. The catalyst class is: 18. (2) Product: [Cl:21][C:22]1[CH:27]=[CH:26][C:25]([F:28])=[CH:24][C:23]=1[N:12]1[CH2:13][C:10]2([CH2:9][N:8]([C:14]([O:16][C:17]([CH3:20])([CH3:19])[CH3:18])=[O:15])[CH2:7]2)[CH2:11]1. Reactant: C(O)(=O)C(O)=O.[CH2:7]1[C:10]2([CH2:13][NH:12][CH2:11]2)[CH2:9][N:8]1[C:14]([O:16][C:17]([CH3:20])([CH3:19])[CH3:18])=[O:15].[Cl:21][C:22]1[CH:27]=[CH:26][C:25]([F:28])=[CH:24][C:23]=1I.C1C=CC(P(C2C(C3C(P(C4C=CC=CC=4)C4C=CC=CC=4)=CC=C4C=3C=CC=C4)=C3C(C=CC=C3)=CC=2)C2C=CC=CC=2)=CC=1.CC(C)([O-])C.[Na+]. The catalyst class is: 164. (3) Reactant: [CH3:1][C:2]1[CH:3]=[CH:4][C:5]([NH:21][C:22]([C:24]2[CH:25]=[CH:26][C:27]([CH2:30][N:31]3[CH2:36][CH2:35][N:34]([CH3:37])[CH2:33][CH2:32]3)=[CH:28][CH:29]=2)=[O:23])=[CH:6][C:7]=1[NH:8][C:9]1[N:10]=[CH:11][CH:12]=[C:13]([C:15]2[CH:16]=[CH:17][CH:18]=[N:19][CH:20]=2)[N:14]=1.C1(C)C(C)=CC=CC=1.[C:46]([OH:59])(=[O:58])/[CH:47]=[CH:48]/[C:49]1[CH:57]=[CH:56][C:54]([OH:55])=[C:51]([O:52][CH3:53])[CH:50]=1. Product: [CH3:1][C:2]1[CH:3]=[CH:4][C:5]([NH:21][C:22]([C:24]2[CH:29]=[CH:28][C:27]([CH2:30][N:31]3[CH2:32][CH2:33][N:34]([CH3:37])[CH2:35][CH2:36]3)=[CH:26][CH:25]=2)=[O:23])=[CH:6][C:7]=1[NH:8][C:9]1[N:10]=[CH:11][CH:12]=[C:13]([C:15]2[CH:16]=[CH:17][CH:18]=[N:19][CH:20]=2)[N:14]=1.[C:46]([OH:59])(=[O:58])/[CH:47]=[CH:48]/[C:49]1[CH:57]=[CH:56][C:54]([OH:55])=[C:51]([O:52][CH3:53])[CH:50]=1. The catalyst class is: 5. (4) The catalyst class is: 80. Product: [N:8]1([C:6]([O:5][C:1]([CH3:4])([CH3:2])[CH3:3])=[O:7])[CH2:9][CH:10]([C:12]([O:14][CH3:15])=[O:13])[CH2:11]1. Reactant: [C:1]([O:5][C:6]([N:8]1[CH2:11][CH:10]([C:12]([OH:14])=[O:13])[CH2:9]1)=[O:7])([CH3:4])([CH3:3])[CH3:2].[C:15](=O)([O-])[O-].[Cs+].[Cs+].IC.